Dataset: Reaction yield outcomes from USPTO patents with 853,638 reactions. Task: Predict the reaction yield, written as a fraction of the theoretical maximum amount of product (1.0 means a 100% yield; for example, 0.34 means a 34% yield). The reactants are [CH2:1]([C:3]1[C:8](=[O:9])[NH:7][C:6]([CH3:10])=[C:5]([C:11]2[S:15][C:14]([S:16]([Cl:19])(=[O:18])=[O:17])=[CH:13][CH:12]=2)[CH:4]=1)[CH3:2].[NH:20]1[C:24]2[CH:25]=[CH:26][CH:27]=[CH:28][C:23]=2[N:22]=[C:21]1[CH2:29][NH2:30]. No catalyst specified. The product is [ClH:19].[NH:20]1[C:24]2[CH:25]=[CH:26][CH:27]=[CH:28][C:23]=2[N:22]=[C:21]1[CH2:29][NH:30][S:16]([C:14]1[S:15][C:11]([C:5]2[CH:4]=[C:3]([CH2:1][CH3:2])[C:8](=[O:9])[NH:7][C:6]=2[CH3:10])=[CH:12][CH:13]=1)(=[O:18])=[O:17]. The yield is 0.440.